Dataset: NCI-60 drug combinations with 297,098 pairs across 59 cell lines. Task: Regression. Given two drug SMILES strings and cell line genomic features, predict the synergy score measuring deviation from expected non-interaction effect. (1) Drug 1: COC1=CC(=CC(=C1O)OC)C2C3C(COC3=O)C(C4=CC5=C(C=C24)OCO5)OC6C(C(C7C(O6)COC(O7)C8=CC=CS8)O)O. Drug 2: C1CC(C1)(C(=O)O)C(=O)O.[NH2-].[NH2-].[Pt+2]. Cell line: MOLT-4. Synergy scores: CSS=87.2, Synergy_ZIP=0.842, Synergy_Bliss=0.397, Synergy_Loewe=1.09, Synergy_HSA=3.71. (2) Drug 2: COC1=NC(=NC2=C1N=CN2C3C(C(C(O3)CO)O)O)N. Drug 1: CC1C(C(=O)NC(C(=O)N2CCCC2C(=O)N(CC(=O)N(C(C(=O)O1)C(C)C)C)C)C(C)C)NC(=O)C3=C4C(=C(C=C3)C)OC5=C(C(=O)C(=C(C5=N4)C(=O)NC6C(OC(=O)C(N(C(=O)CN(C(=O)C7CCCN7C(=O)C(NC6=O)C(C)C)C)C)C(C)C)C)N)C. Synergy scores: CSS=-1.16, Synergy_ZIP=3.34, Synergy_Bliss=3.77, Synergy_Loewe=-1.04, Synergy_HSA=-1.49. Cell line: EKVX. (3) Drug 1: COC1=CC(=CC(=C1O)OC)C2C3C(COC3=O)C(C4=CC5=C(C=C24)OCO5)OC6C(C(C7C(O6)COC(O7)C8=CC=CS8)O)O. Drug 2: COC1=C2C(=CC3=C1OC=C3)C=CC(=O)O2. Cell line: HT29. Synergy scores: CSS=30.6, Synergy_ZIP=-6.62, Synergy_Bliss=-1.75, Synergy_Loewe=-22.2, Synergy_HSA=-0.121. (4) Drug 1: CC1=C(C(CCC1)(C)C)C=CC(=CC=CC(=CC(=O)O)C)C. Drug 2: C(CC(=O)O)C(=O)CN.Cl. Cell line: SK-OV-3. Synergy scores: CSS=10.0, Synergy_ZIP=-0.493, Synergy_Bliss=1.80, Synergy_Loewe=0.119, Synergy_HSA=0.0292.